From a dataset of Forward reaction prediction with 1.9M reactions from USPTO patents (1976-2016). Predict the product of the given reaction. (1) Given the reactants [O:1]1[CH2:5][CH2:4][CH:3]([CH2:6][NH2:7])[CH2:2]1.[Cl-].[Na+].[CH3:10][NH:11][C:12](=[N:15][N+:16]([O-:18])=[O:17])OC.Cl, predict the reaction product. The product is: [CH3:10][NH:11][C:12]([NH:7][CH2:6][CH:3]1[CH2:4][CH2:5][O:1][CH2:2]1)=[N:15][N+:16]([O-:18])=[O:17]. (2) Given the reactants [OH:1][C:2]1[CH:9]=[C:8]([CH3:10])[CH:7]=[CH:6][C:3]=1[C:4]#[N:5].O.[OH-].[Li+].S(OC)(O[CH3:18])(=O)=O, predict the reaction product. The product is: [CH3:18][O:1][C:2]1[CH:9]=[C:8]([CH3:10])[CH:7]=[CH:6][C:3]=1[C:4]#[N:5]. (3) Given the reactants C(NC(C)C)(C)C.[CH2:8]([Li])[CH2:9][CH2:10][CH3:11].[OH:13][C@@H:14]([C@H](C)C(OC)=O)[C:15]([O:17][CH3:18])=[O:16].[CH2:25](I)C.[C:28]([OH:31])(=[O:30])C, predict the reaction product. The product is: [CH2:9]([C@:10]([CH3:11])([C@H:14]([OH:13])[C:15]([O:17][CH3:18])=[O:16])[C:28]([O:31][CH3:25])=[O:30])[CH3:8].